The task is: Predict the reactants needed to synthesize the given product.. This data is from Full USPTO retrosynthesis dataset with 1.9M reactions from patents (1976-2016). Given the product [NH2:1][C:2]1[C:11]([C:12]#[C:13][C:14]2[CH:19]=[CH:18][CH:17]=[C:16]([NH:20][C:21]([C:23]3[N:27]([CH3:28])[N:26]=[C:25]([CH3:29])[CH:24]=3)=[O:22])[CH:15]=2)=[CH:10][C:5]([C:6]([OH:8])=[O:7])=[CH:4][N:3]=1, predict the reactants needed to synthesize it. The reactants are: [NH2:1][C:2]1[C:11]([C:12]#[C:13][C:14]2[CH:19]=[CH:18][CH:17]=[C:16]([NH:20][C:21]([C:23]3[N:27]([CH3:28])[N:26]=[C:25]([CH3:29])[CH:24]=3)=[O:22])[CH:15]=2)=[CH:10][C:5]([C:6]([O:8]C)=[O:7])=[CH:4][N:3]=1.[OH-].[K+].Cl.